From a dataset of Reaction yield outcomes from USPTO patents with 853,638 reactions. Predict the reaction yield, written as a fraction of the theoretical maximum amount of product (1.0 means a 100% yield; for example, 0.34 means a 34% yield). The reactants are Cl[C:2]1[C:11]([C:12]([OH:14])=[O:13])=[CH:10][C:9]2[C:4](=[CH:5][CH:6]=[C:7]([Cl:15])[CH:8]=2)[N:3]=1.[CH2:16]([NH2:22])[CH:17]([NH2:21])[C:18]([OH:20])=[O:19]. No catalyst specified. The product is [NH4+:3].[C:18]([CH:17]([NH:21][C:2]1[C:11]([C:12]([O-:14])=[O:13])=[CH:10][C:9]2[C:4](=[CH:5][CH:6]=[C:7]([Cl:15])[CH:8]=2)[N:3]=1)[CH2:16][NH:22][C:2]1[C:11]([C:12]([OH:14])=[O:13])=[CH:10][C:9]2[C:4](=[CH:5][CH:6]=[C:7]([Cl:15])[CH:8]=2)[N:3]=1)([OH:20])=[O:19]. The yield is 0.230.